From a dataset of HIV replication inhibition screening data with 41,000+ compounds from the AIDS Antiviral Screen. Binary Classification. Given a drug SMILES string, predict its activity (active/inactive) in a high-throughput screening assay against a specified biological target. The drug is COc1ccc(C=C2C=Cc3ccccc32)cc1. The result is 0 (inactive).